Dataset: Full USPTO retrosynthesis dataset with 1.9M reactions from patents (1976-2016). Task: Predict the reactants needed to synthesize the given product. (1) Given the product [Br:1][C:2]1[CH:7]=[CH:6][C:5]([N:8]2[CH:12]([C:13]3[CH:18]=[CH:17][CH:16]=[CH:15][C:14]=3[O:19][CH3:20])[C:11]3[C:21]([C:22]([CH2:23][OH:24])([CH3:32])[CH3:31])=[N:38][NH:37][C:10]=3[C:9]2=[O:35])=[CH:4][CH:3]=1, predict the reactants needed to synthesize it. The reactants are: [Br:1][C:2]1[CH:7]=[CH:6][C:5]([N:8]2[CH:12]([C:13]3[CH:18]=[CH:17][CH:16]=[CH:15][C:14]=3[O:19][CH3:20])[C:11]([C:21](=O)[C:22]([CH3:32])([CH3:31])[CH2:23][O:24]C3CCCCO3)=[C:10](O)[C:9]2=[O:35])=[CH:4][CH:3]=1.O.[NH2:37][NH2:38].C(=O)(O)[O-].[Na+]. (2) The reactants are: [Br:1][C:2]1[CH:7]=[CH:6][C:5]([C:8]2([C:14](OC)=[O:15])[CH2:13][CH2:12][O:11][CH2:10][CH2:9]2)=[C:4]([N+:18]([O-])=O)[CH:3]=1. Given the product [Br:1][C:2]1[CH:3]=[C:4]2[NH:18][C:14](=[O:15])[C:8]3([CH2:13][CH2:12][O:11][CH2:10][CH2:9]3)[C:5]2=[CH:6][CH:7]=1, predict the reactants needed to synthesize it. (3) Given the product [Br:1][C:2]1[CH:7]=[CH:6][C:5](/[CH:8]=[CH:9]/[C:10]2[O:11][CH:12]=[C:13]([CH2:15][O:37][C:34]3[CH:33]=[CH:32][C:31]([CH2:30][CH2:29][CH2:28][CH2:27][N:23]4[CH:24]=[CH:25][N:26]=[C:22]4[CH2:21][S:18]([CH3:17])(=[O:20])=[O:19])=[CH:36][CH:35]=3)[N:14]=2)=[CH:4][CH:3]=1, predict the reactants needed to synthesize it. The reactants are: [Br:1][C:2]1[CH:7]=[CH:6][C:5](/[CH:8]=[CH:9]/[C:10]2[O:11][CH:12]=[C:13]([CH2:15]Cl)[N:14]=2)=[CH:4][CH:3]=1.[CH3:17][S:18]([CH2:21][C:22]1[N:23]([CH2:27][CH2:28][CH2:29][CH2:30][C:31]2[CH:36]=[CH:35][C:34]([OH:37])=[CH:33][CH:32]=2)[CH:24]=[CH:25][N:26]=1)(=[O:20])=[O:19].[H-].[Na+].